From a dataset of Forward reaction prediction with 1.9M reactions from USPTO patents (1976-2016). Predict the product of the given reaction. (1) Given the reactants [C:1]([C:3]1[CH:8]=[CH:7][N:6]=[CH:5][CH:4]=1)#N.[C:9](#N)[C:10]1[CH:15]=[CH:14][CH:13]=[CH:12][CH:11]=1, predict the reaction product. The product is: [C:10]1([C:9]#[C:1][C:3]2[CH:8]=[CH:7][N:6]=[CH:5][CH:4]=2)[CH:15]=[CH:14][CH:13]=[CH:12][CH:11]=1. (2) Given the reactants [Cl:1][C:2]1[C:3](/[C:12](=[N:25]/[O:26][CH2:27][CH:28]2[CH2:30][CH2:29]2)/[CH2:13][N:14]2C(=O)C3=CC=CC=C3C2=O)=[N:4][CH:5]=[C:6]([C:8]([F:11])([F:10])[F:9])[CH:7]=1.O.NN.O, predict the reaction product. The product is: [CH:28]1([CH2:27][O:26]/[N:25]=[C:12](/[C:3]2[C:2]([Cl:1])=[CH:7][C:6]([C:8]([F:11])([F:10])[F:9])=[CH:5][N:4]=2)\[CH2:13][NH2:14])[CH2:29][CH2:30]1.